This data is from Reaction yield outcomes from USPTO patents with 853,638 reactions. The task is: Predict the reaction yield, written as a fraction of the theoretical maximum amount of product (1.0 means a 100% yield; for example, 0.34 means a 34% yield). (1) The reactants are [CH3:1][N:2]1[C:6]([C:7](=[O:24])[NH:8][C:9]2[CH:14]=[CH:13][N:12]3[N:15]=[C:16]([C:18]4[CH:19]=[N:20][CH:21]=[CH:22][CH:23]=4)[N:17]=[C:11]3[CH:10]=2)=[C:5]([C:25](O)=[O:26])[CH:4]=[N:3]1.Cl.[F:29][CH:30]1[CH2:33][NH:32][CH2:31]1.CCCP(=O)=O.C(N(CC)C(C)C)(C)C. The catalyst is O1CCCC1. The product is [F:29][CH:30]1[CH2:33][N:32]([C:25]([C:5]2[CH:4]=[N:3][N:2]([CH3:1])[C:6]=2[C:7]([NH:8][C:9]2[CH:14]=[CH:13][N:12]3[N:15]=[C:16]([C:18]4[CH:19]=[N:20][CH:21]=[CH:22][CH:23]=4)[N:17]=[C:11]3[CH:10]=2)=[O:24])=[O:26])[CH2:31]1. The yield is 0.373. (2) The reactants are [Cl-].O[NH3+:3].[C:4](=[O:7])([O-])[OH:5].[Na+].CS(C)=O.[CH:13]1([CH2:16][O:17][C:18]2[N:23]=[CH:22][C:21]([C:24]3[C:29](=[O:30])[N:28]([CH2:31][C:32]4[CH:37]=[CH:36][C:35]([C:38]5[C:39]([C:44]#[N:45])=[CH:40][CH:41]=[CH:42][CH:43]=5)=[CH:34][C:33]=4[F:46])[C:27]([CH2:47][CH2:48][CH3:49])=[N:26][C:25]=3[CH3:50])=[CH:20][CH:19]=2)[CH2:15][CH2:14]1. The catalyst is C(OCC)(=O)C. The product is [CH:13]1([CH2:16][O:17][C:18]2[N:23]=[CH:22][C:21]([C:24]3[C:29](=[O:30])[N:28]([CH2:31][C:32]4[CH:37]=[CH:36][C:35]([C:38]5[CH:43]=[CH:42][CH:41]=[CH:40][C:39]=5[C:44]5[NH:3][C:4](=[O:7])[O:5][N:45]=5)=[CH:34][C:33]=4[F:46])[C:27]([CH2:47][CH2:48][CH3:49])=[N:26][C:25]=3[CH3:50])=[CH:20][CH:19]=2)[CH2:15][CH2:14]1. The yield is 0.600. (3) The reactants are [Cl:1][C:2]1[C:11]2[C:6](=[CH:7][C:8](F)=[CH:9][CH:10]=2)[C:5]([O:13][CH3:14])=[CH:4][N:3]=1.[CH3:15][CH2:16][O-:17].[Na+]. The catalyst is CS(C)=O.CCOC(C)=O. The product is [Cl:1][C:2]1[C:11]2[C:6](=[CH:7][C:8]([O:17][CH2:16][CH3:15])=[CH:9][CH:10]=2)[C:5]([O:13][CH3:14])=[CH:4][N:3]=1. The yield is 0.540. (4) The reactants are [F:1][C:2]1[CH:7]=[CH:6][C:5]([C:8]2[O:9][C:10]3[CH:20]=[CH:19][C:18]([C:21]4[CH:22]=[C:23]([CH:27]=[CH:28][CH:29]=4)[C:24](O)=[O:25])=[CH:17][C:11]=3[C:12]=2[C:13](=[O:16])[NH:14][CH3:15])=[CH:4][CH:3]=1.Cl.[NH2:31][C:32]1([C:35]([NH:37][S:38]([CH:41]2[CH2:43][CH2:42]2)(=[O:40])=[O:39])=[O:36])[CH2:34][CH2:33]1.CN(C(ON1N=NC2C=CC=NC1=2)=[N+](C)C)C.F[P-](F)(F)(F)(F)F.CCN(C(C)C)C(C)C. The catalyst is CO.CN(C=O)C. The product is [CH:41]1([S:38]([NH:37][C:35]([C:32]2([NH:31][C:24]([C:23]3[CH:22]=[C:21]([C:18]4[CH:19]=[CH:20][C:10]5[O:9][C:8]([C:5]6[CH:6]=[CH:7][C:2]([F:1])=[CH:3][CH:4]=6)=[C:12]([C:13]([NH:14][CH3:15])=[O:16])[C:11]=5[CH:17]=4)[CH:29]=[CH:28][CH:27]=3)=[O:25])[CH2:34][CH2:33]2)=[O:36])(=[O:40])=[O:39])[CH2:43][CH2:42]1. The yield is 0.520. (5) The reactants are [S:1]1[CH:5]=[CH:4][C:3]2[C:6](=O)[CH2:7][CH2:8][C:2]1=2.[N:10]([C:13]1[CH:18]=[CH:17][C:16]([O:19][CH3:20])=[C:15]([O:21][CH3:22])[CH:14]=1)=[C:11]=S.C[Si](C)(C)[Si](C)(C)C.[Li].O.[NH2:33][NH2:34]. The catalyst is C1COCC1.O.C(O)(=O)C. The product is [S:1]1[CH:5]=[CH:4][C:3]2[C:6]3[NH:33][N:34]=[C:11]([NH:10][C:13]4[CH:18]=[CH:17][C:16]([O:19][CH3:20])=[C:15]([O:21][CH3:22])[CH:14]=4)[C:7]=3[CH2:8][C:2]1=2. The yield is 0.300. (6) The reactants are [NH2:1][C@H:2]([C:13]1[CH:18]=[CH:17][CH:16]=[CH:15][CH:14]=1)[C:3]([NH:5][C:6]1[CH:11]=[CH:10][C:9]([F:12])=[CH:8][CH:7]=1)=O.[C:19]([N:26]1[CH2:31][CH2:30][CH2:29][CH2:28][C:27]1=O)([O:21][C:22]([CH3:25])([CH3:24])[CH3:23])=[O:20].[BH-](OC(C)=O)(OC(C)=O)OC(C)=O.[Na+]. The catalyst is ClCCl. The product is [C:22]([O:21][C:19]([N:26]1[CH2:31][CH2:30][CH:29]([NH:1][C@H:2]([C:13]2[CH:18]=[CH:17][CH:16]=[CH:15][CH:14]=2)[CH2:3][NH:5][C:6]2[CH:11]=[CH:10][C:9]([F:12])=[CH:8][CH:7]=2)[CH2:28][CH2:27]1)=[O:20])([CH3:25])([CH3:23])[CH3:24]. The yield is 0.880.